This data is from Full USPTO retrosynthesis dataset with 1.9M reactions from patents (1976-2016). The task is: Predict the reactants needed to synthesize the given product. (1) Given the product [CH3:1][O:2][C:3]([C:5]1([CH2:12][NH:13][C:18]([O:20][C:21]([CH3:24])([CH3:23])[CH3:22])=[O:19])[C:7]2([CH2:8][CH2:9][CH2:10][CH2:11]2)[CH2:6]1)=[O:4], predict the reactants needed to synthesize it. The reactants are: [CH3:1][O:2][C:3]([C:5]1([C:12]#[N:13])[C:7]2([CH2:11][CH2:10][CH2:9][CH2:8]2)[CH2:6]1)=[O:4].[BH4-].[Na+].[H][H].[C:18](O[C:18]([O:20][C:21]([CH3:24])([CH3:23])[CH3:22])=[O:19])([O:20][C:21]([CH3:24])([CH3:23])[CH3:22])=[O:19]. (2) Given the product [Br:10][C:5]1[CH:6]=[C:7]([O:8][CH3:9])[C:2]([CH:25]2[CH2:19][CH2:20]2)=[N:3][CH:4]=1, predict the reactants needed to synthesize it. The reactants are: Br[C:2]1[C:7]([O:8][CH3:9])=[CH:6][C:5]([Br:10])=[CH:4][N:3]=1.P([O-])([O-])([O-])=O.[K+].[K+].[K+].[C:19]1([CH3:25])C=CC=C[CH:20]=1.O. (3) Given the product [NH:10]1[C:1]([C:3]2[CH:8]=[CH:7][C:6]([Br:9])=[CH:5][N:4]=2)=[N:2][N:12]=[N:11]1, predict the reactants needed to synthesize it. The reactants are: [C:1]([C:3]1[CH:8]=[CH:7][C:6]([Br:9])=[CH:5][N:4]=1)#[N:2].[N-:10]=[N+:11]=[N-:12].[Na+].[Cl-].[NH4+].O. (4) Given the product [Cl:1][C:2]1[CH:19]=[C:18](/[CH:20]=[CH:21]/[CH:23]([C:28]2[CH:29]=[C:30]([Cl:35])[CH:31]=[C:32]([Cl:34])[CH:33]=2)[C:24]([F:27])([F:26])[F:25])[CH:17]=[CH:16][C:3]=1[CH2:4][N:5]1[C:13](=[O:14])[C:12]2[C:7](=[CH:8][CH:9]=[CH:10][CH:11]=2)[C:6]1=[O:15], predict the reactants needed to synthesize it. The reactants are: [Cl:1][C:2]1[CH:19]=[C:18]([CH:20]=[CH2:21])[CH:17]=[CH:16][C:3]=1[CH2:4][N:5]1[C:13](=[O:14])[C:12]2[C:7](=[CH:8][CH:9]=[CH:10][CH:11]=2)[C:6]1=[O:15].Br[CH:23]([C:28]1[CH:33]=[C:32]([Cl:34])[CH:31]=[C:30]([Cl:35])[CH:29]=1)[C:24]([F:27])([F:26])[F:25].N1C=CC=CC=1C1C=CC=CN=1. (5) Given the product [C:4]12([N:15]([C:13]([O:12][C:9]([CH3:11])([CH3:10])[CH3:8])=[O:14])[NH:16][C:17]([O:19][C:20]([CH3:21])([CH3:22])[CH3:23])=[O:18])[CH2:3][CH:6]([CH2:5]1)[CH2:1]2, predict the reactants needed to synthesize it. The reactants are: [C:1]1([SiH3])[CH:6]=[CH:5][CH:4]=[CH:3]C=1.[CH3:8][C:9]([O:12][C:13](/[N:15]=[N:16]/[C:17]([O:19][C:20]([CH3:23])([CH3:22])[CH3:21])=[O:18])=[O:14])([CH3:11])[CH3:10].C123CC1(C2)C3. (6) Given the product [CH3:14][O:13][C:10]1[CH:11]=[CH:12][C:7]([N:5]2[CH:4]=[C:3]3[C:15]([CH:16]=[CH:17][CH:18]=[CH:2]3)=[N:6]2)=[CH:8][CH:9]=1, predict the reactants needed to synthesize it. The reactants are: Br[C:2]1[CH:18]=[CH:17][CH:16]=[CH:15][C:3]=1[CH2:4][N:5]([C:7]1[CH:12]=[CH:11][C:10]([O:13][CH3:14])=[CH:9][CH:8]=1)[NH2:6].CC(C)([O-])C.[Na+]. (7) Given the product [N:15]1([C:5]2[S:4][C:3]([NH2:2])=[N:7][CH:6]=2)[CH2:20][CH2:19][O:18][CH2:17][CH2:16]1, predict the reactants needed to synthesize it. The reactants are: Br.[NH2:2][C:3]1[S:4][C:5](Br)=[CH:6][N:7]=1.C(=O)([O-])[O-].[K+].[K+].[NH:15]1[CH2:20][CH2:19][O:18][CH2:17][CH2:16]1. (8) Given the product [CH3:15][O:14][C:6]1[CH:5]=[C:4]([CH:9]=[C:8]([N+:10]([O-:12])=[O:11])[C:7]=1[CH3:13])[C:3]([OH:16])=[O:2], predict the reactants needed to synthesize it. The reactants are: C[O:2][C:3](=[O:16])[C:4]1[CH:9]=[C:8]([N+:10]([O-:12])=[O:11])[C:7]([CH3:13])=[C:6]([O:14][CH3:15])[CH:5]=1.[OH-].[Li+].Cl. (9) Given the product [O:2]=[CH:3][CH2:4][CH:5]1[CH2:14][C:13]2[C:8](=[CH:9][CH:10]=[CH:11][CH:12]=2)[N:7]([C:15]([O:17][C:18]([CH3:21])([CH3:20])[CH3:19])=[O:16])[CH2:6]1, predict the reactants needed to synthesize it. The reactants are: C[O:2]/[CH:3]=[CH:4]/[CH:5]1[CH2:14][C:13]2[C:8](=[CH:9][CH:10]=[CH:11][CH:12]=2)[N:7]([C:15]([O:17][C:18]([CH3:21])([CH3:20])[CH3:19])=[O:16])[CH2:6]1.C1COCC1.